Dataset: Full USPTO retrosynthesis dataset with 1.9M reactions from patents (1976-2016). Task: Predict the reactants needed to synthesize the given product. (1) Given the product [ClH:1].[ClH:1].[C:35]([N:31]1[CH2:32][CH2:33][CH:28]([O:27][C:24]2[CH:23]=[CH:22][C:21]([N:15]([CH2:14]/[CH:13]=[CH:12]/[C:8]3[CH:9]=[CH:10][CH:11]=[C:6]([C:3](=[NH:4])[NH2:5])[CH:7]=3)[S:16]([CH2:19][CH3:20])(=[O:18])=[O:17])=[CH:26][CH:25]=2)[CH2:29][CH2:30]1)(=[NH:40])[CH3:36], predict the reactants needed to synthesize it. The reactants are: [ClH:1].Cl.[C:3]([C:6]1[CH:7]=[C:8](/[CH:12]=[CH:13]/[CH2:14][N:15]([C:21]2[CH:26]=[CH:25][C:24]([O:27][CH:28]3[CH2:33][CH2:32][NH:31][CH2:30][CH2:29]3)=[CH:23][CH:22]=2)[S:16]([CH2:19][CH3:20])(=[O:18])=[O:17])[CH:9]=[CH:10][CH:11]=1)(=[NH:5])[NH2:4].Cl.[C:35](=[NH:40])(OCC)[CH3:36].C(N(CC)CC)C.Cl. (2) Given the product [CH2:11]([C:25]1[C:26]2[C:31](=[CH:30][C:29]([O:34][CH3:35])=[C:28]([O:36][CH3:37])[CH:27]=2)[CH2:32][CH2:33][N:24]=1)[CH2:10][CH2:9][CH2:8][CH2:7][CH2:6][CH2:5][CH2:4][CH2:3][CH2:2][CH3:1], predict the reactants needed to synthesize it. The reactants are: [C:1](Cl)(=O)[CH2:2][CH2:3][CH2:4][CH2:5][CH2:6][CH2:7][CH2:8][CH2:9][CH2:10][CH2:11]C.[Cl-].FC1C=CC=CC=1C[N+:24]1[CH2:33][CH2:32][C:31]2[C:26](=[CH:27][C:28]([O:36][CH3:37])=[C:29]([O:34][CH3:35])[CH:30]=2)[CH:25]=1. (3) The reactants are: [O:1]([C:8]1[N:9]=[C:10]2[C:16]([C:17](O)=[O:18])=[CH:15][N:14]([CH2:20][O:21][CH2:22][CH2:23][Si:24]([CH3:27])([CH3:26])[CH3:25])[C:11]2=[N:12][CH:13]=1)[C:2]1[CH:7]=[CH:6][CH:5]=[CH:4][CH:3]=1.CN(C)CCCN=C=NCC.[CH:39]([NH2:42])([CH3:41])[CH3:40]. Given the product [CH:39]([NH:42][C:17]([C:16]1[C:10]2[C:11](=[N:12][CH:13]=[C:8]([O:1][C:2]3[CH:7]=[CH:6][CH:5]=[CH:4][CH:3]=3)[N:9]=2)[N:14]([CH2:20][O:21][CH2:22][CH2:23][Si:24]([CH3:26])([CH3:25])[CH3:27])[CH:15]=1)=[O:18])([CH3:41])[CH3:40], predict the reactants needed to synthesize it. (4) Given the product [Cl:16][C:17]1[C:22]([NH:23][C:9](=[O:10])[O:11][C:12]([CH3:13])([CH3:14])[CH3:15])=[CH:21][C:20]([Cl:24])=[CH:19][N:18]=1, predict the reactants needed to synthesize it. The reactants are: [C:9](O[C:9]([O:11][C:12]([CH3:15])([CH3:14])[CH3:13])=[O:10])([O:11][C:12]([CH3:15])([CH3:14])[CH3:13])=[O:10].[Cl:16][C:17]1[C:22]([NH2:23])=[CH:21][C:20]([Cl:24])=[CH:19][N:18]=1.C[Si]([N-][Si](C)(C)C)(C)C.[Na+].Cl. (5) Given the product [ClH:1].[OH:36][C@H:35]([C:26]1[CH:27]=[CH:28][C:29]2[C:30](=[O:34])[O:31][CH2:32][C:33]=2[C:25]=1[CH3:24])[CH2:37][N:13]1[CH2:12][CH2:11][CH:10]([C:8]([N:7]([C:6]2[S:2][N:3]=[CH:4][CH:5]=2)[CH3:16])=[O:9])[CH2:15][CH2:14]1, predict the reactants needed to synthesize it. The reactants are: [ClH:1].[S:2]1[C:6]([N:7]([CH3:16])[C:8]([CH:10]2[CH:15]3[CH:11]2[CH2:12][NH:13][CH2:14]3)=[O:9])=[CH:5][CH:4]=[N:3]1.C(N(CC)CC)C.[CH3:24][C:25]1[C:33]2[CH2:32][O:31][C:30](=[O:34])[C:29]=2[CH:28]=[CH:27][C:26]=1[C@@H:35]1[CH2:37][O:36]1.